From a dataset of Full USPTO retrosynthesis dataset with 1.9M reactions from patents (1976-2016). Predict the reactants needed to synthesize the given product. (1) Given the product [Cl:1][C:2]1[CH:3]=[CH:4][C:5]([C:8]2[C:14]3[CH:15]=[CH:19][CH:28]=[CH:27][C:13]=3[NH:12][C:11](=[O:49])[C:10]3([N:9]=2)[CH2:24][CH2:25]3)=[CH:6][CH:7]=1, predict the reactants needed to synthesize it. The reactants are: [Cl:1][C:2]1[CH:7]=[CH:6][C:5]([C:8]2[C:14]3[C:15]([CH3:19])=C(C)S[C:13]=3[N:12]3C(C)=NN=[C:11]3[C:10]([CH3:25])([CH3:24])[N:9]=2)=[CH:4][CH:3]=1.N[C:27]1C=CC=C[C:28]=1C(C1C=CC(Cl)=CC=1)=O.NC1SC(C)=C(C)C=1C(C1C=CC(Cl)=CC=1)=[O:49]. (2) The reactants are: [C:1]([O:5][C:6](=[O:23])[NH:7][C:8]([C:15]1[CH:20]=[C:19]([Br:21])[CH:18]=[CH:17][C:16]=1[F:22])([CH:12]([F:14])[F:13])[CH2:9][CH:10]=C)([CH3:4])([CH3:3])[CH3:2].C([O-])(O)=[O:25].[Na+].O=[O+][O-].[BH4-].[Na+]. Given the product [C:1]([O:5][C:6](=[O:23])[NH:7][C:8]([C:15]1[CH:20]=[C:19]([Br:21])[CH:18]=[CH:17][C:16]=1[F:22])([CH:12]([F:14])[F:13])[CH2:9][CH2:10][OH:25])([CH3:4])([CH3:3])[CH3:2], predict the reactants needed to synthesize it. (3) Given the product [N+:19]([C:22]1[CH:27]=[CH:26][C:25]([C:2]2[C:10]3[N:9]4[CH2:11][CH2:12][CH2:13][NH:14][C:15](=[O:16])[C:8]4=[CH:7][C:6]=3[CH:5]=[C:4]([C:17]#[N:18])[CH:3]=2)=[CH:24][CH:23]=1)([O-:21])=[O:20], predict the reactants needed to synthesize it. The reactants are: Br[C:2]1[C:10]2[N:9]3[CH2:11][CH2:12][CH2:13][NH:14][C:15](=[O:16])[C:8]3=[CH:7][C:6]=2[CH:5]=[C:4]([C:17]#[N:18])[CH:3]=1.[N+:19]([C:22]1[CH:27]=[CH:26][C:25](B(O)O)=[CH:24][CH:23]=1)([O-:21])=[O:20]. (4) Given the product [CH3:20][O:19][C:17]([C:4]1[C:5]([O:8][CH:9]([C:11]2[CH:16]=[CH:15][N:14]=[CH:13][CH:12]=2)[CH3:10])=[N:6][CH:7]=[C:2]([B:21]2[O:25][C:24]([CH3:27])([CH3:26])[C:23]([CH3:29])([CH3:28])[O:22]2)[CH:3]=1)=[O:18], predict the reactants needed to synthesize it. The reactants are: Br[C:2]1[CH:3]=[C:4]([C:17]([O:19][CH3:20])=[O:18])[C:5]([O:8][CH:9]([C:11]2[CH:16]=[CH:15][N:14]=[CH:13][CH:12]=2)[CH3:10])=[N:6][CH:7]=1.[B:21]1([B:21]2[O:25][C:24]([CH3:27])([CH3:26])[C:23]([CH3:29])([CH3:28])[O:22]2)[O:25][C:24]([CH3:27])([CH3:26])[C:23]([CH3:29])([CH3:28])[O:22]1.C(Cl)Cl.C([O-])(=O)C.[K+]. (5) The reactants are: Cl.[Cl:2][C:3]1[CH:16]=[CH:15][C:14]2S[C:12]3[C:7](=[CH:8][CH:9]=[CH:10][CH:11]=3)[N:6]([CH2:17][CH2:18][CH2:19][NH2:20])[C:5]=2[CH:4]=1.[CH3:21][CH2:22]N(CC)CC.[F:28][C:29]1[CH:30]=[C:31]([S:36](Cl)(=[O:38])=[O:37])[CH:32]=[C:33]([F:35])[CH:34]=1.[Na+].[Cl-]. Given the product [Cl:2][C:3]1[CH:16]=[CH:15][C:14]2[CH2:22][CH2:21][C:12]3[CH:11]=[CH:10][CH:9]=[CH:8][C:7]=3[N:6]([CH2:17][CH2:18][CH2:19][NH:20][S:36]([C:31]3[CH:30]=[C:29]([F:28])[CH:34]=[C:33]([F:35])[CH:32]=3)(=[O:38])=[O:37])[C:5]=2[CH:4]=1, predict the reactants needed to synthesize it.